From a dataset of Full USPTO retrosynthesis dataset with 1.9M reactions from patents (1976-2016). Predict the reactants needed to synthesize the given product. The reactants are: [CH2:1]([NH:3][C:4]1[C:8]2[CH:9]=[N:10][C:11]([NH:13][C:14]([NH:16][C@@H:17]([C:19]3[CH:24]=[CH:23][CH:22]=[CH:21][CH:20]=3)[CH3:18])=[O:15])=[CH:12][C:7]=2[NH:6][N:5]=1)[CH3:2].[F:25][C:26]([F:31])([F:30])S([O-])=O.[Na+].ClCCCl.C(OO)(C)(C)C. Given the product [CH2:1]([NH:3][C:4]1[C:8]2[CH:9]=[N:10][C:11]([NH:13][C:14]([NH:16][C@@H:17]([C:19]3[CH:20]=[CH:21][CH:22]=[CH:23][CH:24]=3)[CH3:18])=[O:15])=[C:12]([C:26]([F:31])([F:30])[F:25])[C:7]=2[NH:6][N:5]=1)[CH3:2], predict the reactants needed to synthesize it.